This data is from Reaction yield outcomes from USPTO patents with 853,638 reactions. The task is: Predict the reaction yield, written as a fraction of the theoretical maximum amount of product (1.0 means a 100% yield; for example, 0.34 means a 34% yield). The reactants are C([Li])CCC.[CH3:6][C:7]1[O:8][CH:9]=[CH:10][CH:11]=1.[O:12]1[CH2:17][CH2:16][CH:15]([CH:18]=[O:19])[CH2:14][CH2:13]1.[Cl-].[NH4+]. The catalyst is CCCCCC.O1CCCC1. The product is [CH3:6][C:7]1[O:8][C:9]([CH:18]([CH:15]2[CH2:16][CH2:17][O:12][CH2:13][CH2:14]2)[OH:19])=[CH:10][CH:11]=1. The yield is 1.00.